From a dataset of Full USPTO retrosynthesis dataset with 1.9M reactions from patents (1976-2016). Predict the reactants needed to synthesize the given product. (1) The reactants are: [F:1][C:2]1[CH:10]=[C:9]2[C:5]([C:6]([C:12]3[O:13][C:14]4[CH:20]=[C:19]([CH2:21][C:22]([O:24]C)=[O:23])[CH:18]=[CH:17][C:15]=4[N:16]=3)=[CH:7][N:8]2[CH3:11])=[CH:4][CH:3]=1.C1COCC1.[OH-].[Na+]. Given the product [F:1][C:2]1[CH:10]=[C:9]2[C:5]([C:6]([C:12]3[O:13][C:14]4[CH:20]=[C:19]([CH2:21][C:22]([OH:24])=[O:23])[CH:18]=[CH:17][C:15]=4[N:16]=3)=[CH:7][N:8]2[CH3:11])=[CH:4][CH:3]=1, predict the reactants needed to synthesize it. (2) Given the product [Cl:1][C:2]1[O:6][C:5]([CH:7]=[O:8])=[CH:4][C:3]=1[CH2:9][C:10]1[CH:15]=[CH:14][CH:13]=[C:12]([Cl:16])[CH:11]=1, predict the reactants needed to synthesize it. The reactants are: [Cl:1][C:2]1[O:6][C:5]([CH2:7][OH:8])=[CH:4][C:3]=1[CH2:9][C:10]1[CH:15]=[CH:14][CH:13]=[C:12]([Cl:16])[CH:11]=1. (3) The reactants are: [C:1]([O:5][C:6](=[O:17])[CH2:7][O:8][C:9]1[CH:14]=[CH:13][C:12](Cl)=[CH:11][C:10]=1[Br:16])([CH3:4])([CH3:3])[CH3:2].BrC1C=CC([F:25])=CC=1O.BrCC(OC(C)(C)C)=O. Given the product [C:1]([O:5][C:6](=[O:17])[CH2:7][O:8][C:9]1[CH:14]=[C:13]([F:25])[CH:12]=[CH:11][C:10]=1[Br:16])([CH3:4])([CH3:3])[CH3:2], predict the reactants needed to synthesize it. (4) Given the product [F:1][C:2]([F:17])([F:18])[CH:3]([C:5]1[CH:14]=[CH:13][C:12]2[C:7](=[CH:8][CH:9]=[C:10]([O:15][CH3:16])[CH:11]=2)[CH:6]=1)[OH:4], predict the reactants needed to synthesize it. The reactants are: [F:1][C:2]([F:18])([F:17])[C:3]([C:5]1[CH:14]=[CH:13][C:12]2[C:7](=[CH:8][CH:9]=[C:10]([O:15][CH3:16])[CH:11]=2)[CH:6]=1)=[O:4].[BH4-].[Na+].